This data is from Catalyst prediction with 721,799 reactions and 888 catalyst types from USPTO. The task is: Predict which catalyst facilitates the given reaction. (1) Reactant: [CH:1]([Si:4]([CH:47]([CH3:49])[CH3:48])([CH:44]([CH3:46])[CH3:45])[O:5][C@H:6]1[C@H:11]([O:12][Si:13]([CH:20]([CH3:22])[CH3:21])([CH:17]([CH3:19])[CH3:18])[CH:14]([CH3:16])[CH3:15])[CH:10]=[C:9]([C:23]2[CH:28]=[CH:27][N:26]=[CH:25][C:24]=2[N+:29]([O-])=O)[O:8][C@@H:7]1[CH2:32][O:33][Si:34]([CH:41]([CH3:43])[CH3:42])([CH:38]([CH3:40])[CH3:39])[CH:35]([CH3:37])[CH3:36])([CH3:3])[CH3:2]. Product: [CH:20]([Si:13]([CH:14]([CH3:16])[CH3:15])([CH:17]([CH3:19])[CH3:18])[O:12][C@H:11]1[C@H:6]([O:5][Si:4]([CH:1]([CH3:2])[CH3:3])([CH:47]([CH3:49])[CH3:48])[CH:44]([CH3:45])[CH3:46])[C@@H:7]([CH2:32][O:33][Si:34]([CH:41]([CH3:43])[CH3:42])([CH:35]([CH3:37])[CH3:36])[CH:38]([CH3:39])[CH3:40])[O:8][C@@H:9]([C:23]2[CH:28]=[CH:27][N:26]=[CH:25][C:24]=2[NH2:29])[CH2:10]1)([CH3:21])[CH3:22]. The catalyst class is: 320. (2) Product: [CH:16]1([N:7]2[CH2:8][C:9]3([CH2:11][CH2:10]3)[C:12](=[O:15])[N:13]([CH3:14])[C:5]3[CH:4]=[N:3][C:2]([NH:22][C:23]4[CH:31]=[CH:30][C:26]([C:27]([OH:29])=[O:28])=[CH:25][C:24]=4[O:32][CH3:33])=[N:21][C:6]2=3)[CH2:20][CH2:19][CH2:18][CH2:17]1. Reactant: Cl[C:2]1[N:3]=[CH:4][C:5]2[N:13]([CH3:14])[C:12](=[O:15])[C:9]3([CH2:11][CH2:10]3)[CH2:8][N:7]([CH:16]3[CH2:20][CH2:19][CH2:18][CH2:17]3)[C:6]=2[N:21]=1.[NH2:22][C:23]1[CH:31]=[CH:30][C:26]([C:27]([OH:29])=[O:28])=[CH:25][C:24]=1[O:32][CH3:33].C(O)C.Cl. The catalyst class is: 6. (3) Reactant: [H-].[Na+].[OH:3][CH2:4][CH2:5]S(C)(=O)=O.FC1C=[CH:17][C:16]([CH3:19])=[CH:15][C:12]=1[C:13]#[N:14].Cl. Product: [NH2:14][CH2:13][C:12]1[CH:15]=[C:16]([CH3:19])[CH:17]=[CH:5][C:4]=1[OH:3]. The catalyst class is: 3. (4) Reactant: Cl[C:2]1[C:11]2[C:6](=[CH:7][CH:8]=[CH:9][CH:10]=2)[C:5]([CH2:12][C:13]2[CH:18]=[CH:17][N:16]=[CH:15][CH:14]=2)=[N:4][N:3]=1.[CH:19]1([NH2:24])[CH2:23][CH2:22][CH2:21][CH2:20]1.C(=O)([O-])O.[Na+]. Product: [CH:19]1([NH:24][C:2]2[C:11]3[C:6](=[CH:7][CH:8]=[CH:9][CH:10]=3)[C:5]([CH2:12][C:13]3[CH:18]=[CH:17][N:16]=[CH:15][CH:14]=3)=[N:4][N:3]=2)[CH2:23][CH2:22][CH2:21][CH2:20]1. The catalyst class is: 4. (5) Product: [C:1]([O:5][C:6]([NH:8][CH2:9][C:10]1[N:11]([CH2:37][CH:38]([CH3:40])[CH3:39])[C:12](=[O:36])[C:13]2[C:18]([C:19]=1[C:20]1[CH:25]=[CH:24][CH:23]=[CH:22][CH:21]=1)=[CH:17][C:16]([C:26]1[S:27][CH:28]=[C:29]([C:31]([OH:33])=[O:32])[N:30]=1)=[CH:15][CH:14]=2)=[O:7])([CH3:4])([CH3:3])[CH3:2]. Reactant: [C:1]([O:5][C:6]([NH:8][CH2:9][C:10]1[N:11]([CH2:37][CH:38]([CH3:40])[CH3:39])[C:12](=[O:36])[C:13]2[C:18]([C:19]=1[C:20]1[CH:25]=[CH:24][CH:23]=[CH:22][CH:21]=1)=[CH:17][C:16]([C:26]1[S:27][CH:28]=[C:29]([C:31]([O:33]CC)=[O:32])[N:30]=1)=[CH:15][CH:14]=2)=[O:7])([CH3:4])([CH3:3])[CH3:2].C(O)C.[OH-].[Na+].Cl. The catalyst class is: 30. (6) Reactant: [Cl:1]N1C(=O)CCC1=O.C(O)(=O)C.[CH2:13]([NH:15][C:16](=[O:18])[O-:17])[CH3:14].[CH3:19][O:20][C:21]1[CH:22]=[CH:23][C:24]2[CH:25]([CH3:33])[CH:26]3[CH2:30][NH:29][CH2:28][CH:27]3[C:31]=2[CH:32]=1. Product: [CH2:13]([NH:15][C:16](=[O:17])[O-:18])[CH3:14].[Cl:1][C:32]1[C:31]2[CH:27]3[CH2:28][NH:29][CH2:30][CH:26]3[CH:25]([CH3:33])[C:24]=2[CH:23]=[CH:22][C:21]=1[O:20][CH3:19]. The catalyst class is: 279. (7) Reactant: [Cl:1][C:2]1[CH:3]=[C:4]([C:12]2[N:16]=[C:15]([C:17]3[CH:22]=[CH:21][C:20]([C:23]([NH:26][CH2:27][CH2:28][C:29]([OH:31])=[O:30])([CH3:25])[CH3:24])=[CH:19][CH:18]=3)[O:14][N:13]=2)[CH:5]=[CH:6][C:7]=1[O:8][CH:9]([CH3:11])[CH3:10]. Product: [CH3:7][OH:8].[Cl:1][C:2]1[CH:3]=[C:4]([C:12]2[N:16]=[C:15]([C:17]3[CH:22]=[CH:21][C:20]([C:23]([NH:26][CH2:27][CH2:28][C:29]([OH:31])=[O:30])([CH3:25])[CH3:24])=[CH:19][CH:18]=3)[O:14][N:13]=2)[CH:5]=[CH:6][C:7]=1[O:8][CH:9]([CH3:11])[CH3:10]. The catalyst class is: 5. (8) The catalyst class is: 287. Reactant: [NH2:1][C:2]1[CH:10]=[CH:9][CH:8]=[CH:7][C:3]=1[C:4]([NH2:6])=[O:5].[CH3:11][N:12]([CH3:21])[C:13]1[CH:20]=[CH:19][C:16]([CH:17]=O)=[CH:15][CH:14]=1.[Na].S(=O)(=O)=O. Product: [CH3:11][N:12]([CH3:21])[C:13]1[CH:20]=[CH:19][C:16]([C:17]2[N:6]=[C:4]([OH:5])[C:3]3[C:2](=[CH:10][CH:9]=[CH:8][CH:7]=3)[N:1]=2)=[CH:15][CH:14]=1. (9) Reactant: [OH-:1].[Na+].[Br:3][C:4]1[C:5](Cl)=[N:6][C:7]([Cl:10])=[N:8][CH:9]=1.Cl. Product: [Br:3][C:4]1[C:5](=[O:1])[NH:6][C:7]([Cl:10])=[N:8][CH:9]=1. The catalyst class is: 1.